From a dataset of Forward reaction prediction with 1.9M reactions from USPTO patents (1976-2016). Predict the product of the given reaction. (1) Given the reactants C(N(CC)C(C)C)(C)C.Cl.[NH2:11][C@@H:12]([C:20]([CH3:23])([CH3:22])[CH3:21])[C:13]([O:15][C:16]([CH3:19])([CH3:18])[CH3:17])=[O:14].[NH2:24][C:25]1[N:30]=[CH:29][C:28]([C:31]2[CH:32]=[CH:33][C:34]([C:37](O)=[O:38])=[N:35][CH:36]=2)=[CH:27][N:26]=1, predict the reaction product. The product is: [NH2:24][C:25]1[N:30]=[CH:29][C:28]([C:31]2[CH:32]=[CH:33][C:34]([C:37]([NH:11][C@@H:12]([C:20]([CH3:23])([CH3:22])[CH3:21])[C:13]([O:15][C:16]([CH3:17])([CH3:19])[CH3:18])=[O:14])=[O:38])=[N:35][CH:36]=2)=[CH:27][N:26]=1. (2) Given the reactants [Cl:1][C:2]1[CH:9]=[CH:8][C:5]([CH:6]=O)=[C:4](F)[CH:3]=1.[C:11]1(=[O:21])[C:15]2([CH2:20][CH2:19][NH:18][CH2:17][CH2:16]2)[CH2:14][CH2:13][NH:12]1.[CH2:22]1[CH:26]2[CH2:27][NH:28][CH2:29][CH:25]2[CH2:24][N:23]1[C:30]([O:32]C(C)(C)C)=[O:31].[CH2:37]1[C:42](=[O:43])[N:41](OC(O[N:41]2[C:42](=[O:43])[CH2:37][CH2:38][C:39]2=[O:40])=O)[C:39](=[O:40])[CH2:38]1, predict the reaction product. The product is: [Cl:1][C:2]1[CH:9]=[CH:8][C:5]([CH2:6][N:28]2[CH2:29][CH:25]3[CH2:24][N:23]([C:30]([O:32][N:41]4[C:42](=[O:43])[CH2:37][CH2:38][C:39]4=[O:40])=[O:31])[CH2:22][CH:26]3[CH2:27]2)=[C:4]([N:18]2[CH2:19][CH2:20][C:15]3([C:11](=[O:21])[NH:12][CH2:13][CH2:14]3)[CH2:16][CH2:17]2)[CH:3]=1. (3) The product is: [NH2:13][C:9]1[CH:8]=[C:7]([CH2:6][C:5]([NH:4][CH:1]2[CH2:3][CH2:2]2)=[O:16])[CH:12]=[CH:11][CH:10]=1. Given the reactants [CH:1]1([NH:4][C:5](=[O:16])[CH2:6][C:7]2[CH:12]=[CH:11][CH:10]=[C:9]([N+:13]([O-])=O)[CH:8]=2)[CH2:3][CH2:2]1.C([SiH](CC)CC)C, predict the reaction product.